This data is from Full USPTO retrosynthesis dataset with 1.9M reactions from patents (1976-2016). The task is: Predict the reactants needed to synthesize the given product. (1) Given the product [C:1]([O:5][C:6](=[O:17])[NH:7][C@H:8]([C:10]1[CH:15]=[CH:14][CH:13]=[C:12]([N:22]2[CH2:23][CH2:24][N:19]([CH3:18])[CH2:20][CH2:21]2)[CH:11]=1)[CH3:9])([CH3:4])([CH3:3])[CH3:2], predict the reactants needed to synthesize it. The reactants are: [C:1]([O:5][C:6](=[O:17])[NH:7][C@H:8]([C:10]1[CH:15]=[CH:14][CH:13]=[C:12](Br)[CH:11]=1)[CH3:9])([CH3:4])([CH3:3])[CH3:2].[CH3:18][N:19]1[CH2:24][CH2:23][NH:22][CH2:21][CH2:20]1.P([O-])([O-])([O-])=O.[K+].[K+].[K+]. (2) Given the product [O:2]=[C:3]1[C:8]([C:9]([O:11][CH3:12])=[O:10])=[CH:7][CH:6]=[CH:5][N:4]1[C:14]1[CH:19]=[CH:18][CH:17]=[CH:16][CH:15]=1, predict the reactants needed to synthesize it. The reactants are: Cl.[O:2]=[C:3]1[C:8]([C:9]([O:11][CH3:12])=[O:10])=[CH:7][CH:6]=[CH:5][NH:4]1.Br[C:14]1[CH:19]=[CH:18][CH:17]=[CH:16][CH:15]=1.CNCCNC.[O-]P([O-])([O-])=O.[K+].[K+].[K+]. (3) Given the product [OH:1][C:2]1[C:7]2[C@@:8]3([OH:45])[C@@:21]([O:25][CH3:26])([C@H:22]([OH:24])[CH2:23][C:6]=2[CH:5]=[C:4]([CH3:46])[C:3]=1[C:47]([NH:52][C:56]1[CH:55]=[CH:60][CH:59]=[CH:58][CH:57]=1)=[O:48])[C:20](=[O:27])[C:19]1[C:10](=[CH:11][C:12]2[C:13](=[O:43])[C:14]([NH:30][CH:31]4[C@H:36]([O:37][CH3:38])[C@H:35]([OH:39])[C@@H:34]([O:40][CH3:41])[C@H:33]([CH3:42])[O:32]4)=[CH:15][C:16](=[O:29])[C:17]=2[C:18]=1[OH:28])[C:9]3=[O:44], predict the reactants needed to synthesize it. The reactants are: [OH:1][C:2]1[C:7]2[C@@:8]3([OH:45])[C@@:21]([O:25][CH3:26])([C@H:22]([OH:24])[CH2:23][C:6]=2[CH:5]=[C:4]([CH3:46])[C:3]=1[C:47](O)=[O:48])[C:20](=[O:27])[C:19]1[C:10](=[CH:11][C:12]2[C:13](=[O:43])[C:14]([NH:30][CH:31]4[C@H:36]([O:37][CH3:38])[C@H:35]([OH:39])[C@@H:34]([O:40][CH3:41])[C@H:33]([CH3:42])[O:32]4)=[CH:15][C:16](=[O:29])[C:17]=2[C:18]=1[OH:28])[C:9]3=[O:44].O.O[N:52]1[C:56]2[CH:57]=[CH:58][CH:59]=[CH:60][C:55]=2N=N1.NC1C=CC=CC=1. (4) Given the product [O:2]=[C:15]1[C:13]2[N:14]=[C:9]([C:8]([F:7])([F:26])[F:27])[N:10]=[CH:11][C:12]=2[CH2:18][CH2:17][N:16]1[C:19]([O:21][C:22]([CH3:23])([CH3:24])[CH3:25])=[O:20], predict the reactants needed to synthesize it. The reactants are: I([O-])(=O)(=O)=[O:2].[Na+].[F:7][C:8]([F:27])([F:26])[C:9]1[N:10]=[CH:11][C:12]2[CH2:18][CH2:17][N:16]([C:19]([O:21][C:22]([CH3:25])([CH3:24])[CH3:23])=[O:20])[CH2:15][C:13]=2[N:14]=1. (5) The reactants are: [S:1]1[CH:5]=[CH:4][CH:3]=[C:2]1[CH2:6][CH2:7][NH2:8].[CH2:9]=O.[C:11]([O:15][C:16](O[C:16]([O:15][C:11]([CH3:14])([CH3:13])[CH3:12])=[O:17])=[O:17])([CH3:14])([CH3:13])[CH3:12]. Given the product [C:11]([O:15][C:16]([N:8]1[CH2:7][CH2:6][C:2]2[S:1][CH:5]=[CH:4][C:3]=2[CH2:9]1)=[O:17])([CH3:14])([CH3:13])[CH3:12], predict the reactants needed to synthesize it. (6) Given the product [F:1][C:2]1[CH:3]=[CH:4][C:5]([S:8]([N:11]2[CH2:12][C@H:13]3[C@H:15]([C:14]3([CH3:22])[CH3:21])[C@H:16]2[C:17]([OH:19])=[O:18])(=[O:10])=[O:9])=[CH:6][CH:7]=1, predict the reactants needed to synthesize it. The reactants are: [F:1][C:2]1[CH:7]=[CH:6][C:5]([S:8]([N:11]2[C@H:16]([C:17]([O:19]C)=[O:18])[C@@H:15]3[C@@H:13]([C:14]3([CH3:22])[CH3:21])[CH2:12]2)(=[O:10])=[O:9])=[CH:4][CH:3]=1.O.[OH-].[Li+]. (7) Given the product [F:1][C:2]1[C:3]2[N:8]=[C:9]([NH2:11])[S:10][C:4]=2[CH:5]=[CH:6][CH:7]=1, predict the reactants needed to synthesize it. The reactants are: [F:1][C:2]1[CH:7]=[CH:6][CH:5]=[CH:4][C:3]=1[NH:8][C:9]([NH2:11])=[S:10].BrBr.